Dataset: Full USPTO retrosynthesis dataset with 1.9M reactions from patents (1976-2016). Task: Predict the reactants needed to synthesize the given product. (1) The reactants are: [Si]([O:8][CH2:9][CH2:10][N:11]1[C:16](=[O:17])[N:15]2[CH:18]=[N:19][C:20]([C:21]([NH2:23])=[O:22])=[C:14]2[N:13]=[N:12]1)(C(C)(C)C)(C)C.CC(O)=O.O. Given the product [OH:8][CH2:9][CH2:10][N:11]1[C:16](=[O:17])[N:15]2[CH:18]=[N:19][C:20]([C:21]([NH2:23])=[O:22])=[C:14]2[N:13]=[N:12]1, predict the reactants needed to synthesize it. (2) Given the product [NH2:34][CH2:33][C@H:30]1[CH2:31][CH2:32][C@H:27]([C:8]2[N:4]3[CH:5]=[CH:6][N:7]=[C:2]([NH2:1])[C:3]3=[C:10]([C:11]3[CH:20]=[C:19]4[C:14]([CH:15]=[CH:16][C:17]([C:21]5[CH:26]=[CH:25][CH:24]=[CH:23][CH:22]=5)=[N:18]4)=[CH:13][CH:12]=3)[N:9]=2)[CH2:28][CH2:29]1, predict the reactants needed to synthesize it. The reactants are: [NH2:1][C:2]1[C:3]2[N:4]([C:8]([C@H:27]3[CH2:32][CH2:31][C@H:30]([CH2:33][N:34]4C(=O)C5C(=CC=CC=5)C4=O)[CH2:29][CH2:28]3)=[N:9][C:10]=2[C:11]2[CH:20]=[C:19]3[C:14]([CH:15]=[CH:16][C:17]([C:21]4[CH:26]=[CH:25][CH:24]=[CH:23][CH:22]=4)=[N:18]3)=[CH:13][CH:12]=2)[CH:5]=[CH:6][N:7]=1.NN.